Dataset: Reaction yield outcomes from USPTO patents with 853,638 reactions. Task: Predict the reaction yield, written as a fraction of the theoretical maximum amount of product (1.0 means a 100% yield; for example, 0.34 means a 34% yield). (1) The reactants are [OH2:1].F[C:3]1[CH:4]=[CH:5][C:6]([NH:9][NH2:10])=N[CH:8]=1.[CH3:11][N:12](C=O)C. The catalyst is C(Cl)CCl. The product is [CH:3]1[CH:4]=[CH:5][C:6]2[N:9]([OH:1])[N:10]=[N:12][C:11]=2[CH:8]=1. The yield is 0.990. (2) The reactants are [I:1][C:2]1[CH:3]=[CH:4][C:5]([O:9][C@@H:10]2[CH2:14][CH2:13][O:12][CH2:11]2)=[C:6]([NH2:8])[CH:7]=1.Cl[C:16]1[C:21]([Cl:22])=[CH:20][N:19]=[C:18]([NH2:23])[N:17]=1.Cl.[OH-].[Na+]. The catalyst is O1CCOCC1. The product is [Cl:22][C:21]1[C:16]([NH:8][C:6]2[CH:7]=[C:2]([I:1])[CH:3]=[CH:4][C:5]=2[O:9][C@@H:10]2[CH2:14][CH2:13][O:12][CH2:11]2)=[N:17][C:18]([NH2:23])=[N:19][CH:20]=1. The yield is 0.690.